The task is: Regression. Given a peptide amino acid sequence and an MHC pseudo amino acid sequence, predict their binding affinity value. This is MHC class I binding data.. This data is from Peptide-MHC class I binding affinity with 185,985 pairs from IEDB/IMGT. (1) The peptide sequence is ELRRQVDQL. The MHC is HLA-A02:06 with pseudo-sequence HLA-A02:06. The binding affinity (normalized) is 0.157. (2) The peptide sequence is NLDDVYSYI. The MHC is HLA-A02:01 with pseudo-sequence HLA-A02:01. The binding affinity (normalized) is 0.876. (3) The peptide sequence is AVINTTCNYGQ. The MHC is HLA-A02:02 with pseudo-sequence HLA-A02:02. The binding affinity (normalized) is 0.147. (4) The peptide sequence is ELINIPYCNY. The MHC is HLA-A26:01 with pseudo-sequence HLA-A26:01. The binding affinity (normalized) is 0.498.